From a dataset of Forward reaction prediction with 1.9M reactions from USPTO patents (1976-2016). Predict the product of the given reaction. (1) Given the reactants [O:1]1[CH2:6][CH2:5][CH:4]([N:7]2[CH2:17][CH2:16][C:10]3([CH:12]([C:13]([OH:15])=O)[CH2:11]3)[CH2:9][CH2:8]2)[CH2:3][CH2:2]1.Cl.Cl.[CH:20]1([N:25]2[CH2:30][CH2:29][NH:28][CH2:27][CH2:26]2)[CH2:24][CH2:23][CH2:22][CH2:21]1.Cl.Cl.C1(N2CCNCC2)CCC1, predict the reaction product. The product is: [CH:20]1([N:25]2[CH2:26][CH2:27][N:28]([C:13]([CH:12]3[C:10]4([CH2:9][CH2:8][N:7]([CH:4]5[CH2:3][CH2:2][O:1][CH2:6][CH2:5]5)[CH2:17][CH2:16]4)[CH2:11]3)=[O:15])[CH2:29][CH2:30]2)[CH2:21][CH2:22][CH2:23][CH2:24]1. (2) Given the reactants [CH3:1][C:2]1[N:6]2[CH:7]=[C:8]([N+:11]([O-])=O)[CH:9]=[CH:10][C:5]2=[N:4][C:3]=1[C:14]([O:16][CH3:17])=[O:15].[F:18][C:19]([F:36])([F:35])[C:20]1[CH:25]=[CH:24][C:23]([C:26]2[CH:31]=[CH:30][C:29]([C:32](O)=[O:33])=[CH:28][CH:27]=2)=[CH:22][CH:21]=1, predict the reaction product. The product is: [CH3:1][C:2]1[N:6]2[CH:7]=[C:8]([NH:11][C:32]([C:29]3[CH:28]=[CH:27][C:26]([C:23]4[CH:24]=[CH:25][C:20]([C:19]([F:18])([F:35])[F:36])=[CH:21][CH:22]=4)=[CH:31][CH:30]=3)=[O:33])[CH:9]=[CH:10][C:5]2=[N:4][C:3]=1[C:14]([O:16][CH3:17])=[O:15]. (3) The product is: [CH3:6][C:5](=[CH2:7])[CH:4]=[C:2]([P:8]([OH:11])(=[O:9])[OH:10])[CH3:3]. Given the reactants O=[C:2]([CH:4]=[C:5]([CH3:7])[CH3:6])[CH3:3].[P:8]([OH:11])([OH:10])[OH:9].C(OC(=O)C)(=O)C, predict the reaction product. (4) Given the reactants [CH3:1][C:2]([C:4]1[CH:9]=[CH:8][C:7]([Br:10])=[CH:6][C:5]=1[OH:11])=[O:3].[H-].[Na+].[CH2:14]1[O:16][C@@H:15]1[CH2:17]OS(C1C=C([N+]([O-])=O)C=CC=1)(=O)=O, predict the reaction product. The product is: [Br:10][C:7]1[CH:8]=[CH:9][C:4]([C:2](=[O:3])[CH3:1])=[C:5]([O:11][CH2:17][C@@H:15]2[CH2:14][O:16]2)[CH:6]=1.